Predict which catalyst facilitates the given reaction. From a dataset of Catalyst prediction with 721,799 reactions and 888 catalyst types from USPTO. Reactant: C[O:2][C:3](=O)[CH2:4][S:5][C:6]1[CH:11]=[CH:10][C:9]([CH:12]=[O:13])=[CH:8][C:7]=1[N+:14]([O-])=O. Product: [O:2]=[C:3]1[NH:14][C:7]2[CH:8]=[C:9]([CH:12]=[O:13])[CH:10]=[CH:11][C:6]=2[S:5][CH2:4]1. The catalyst class is: 180.